This data is from Forward reaction prediction with 1.9M reactions from USPTO patents (1976-2016). The task is: Predict the product of the given reaction. (1) Given the reactants [C:1]1([C:7]2[N:8]=[C:9]([CH2:18][CH2:19][CH2:20][CH2:21][CH2:22][CH2:23][C:24]([OH:26])=O)[O:10][C:11]=2[C:12]2[CH:17]=[CH:16][CH:15]=[CH:14][CH:13]=2)[CH:6]=[CH:5][CH:4]=[CH:3][CH:2]=1.CC(C1C=CC(C2OC(CCCCCC([NH:49][OH:50])=O)=NC=2C2C=CC=CC=2)=CC=1)(C)C, predict the reaction product. The product is: [OH:50][NH:49][C:24](=[O:26])[CH2:23][CH2:22][CH2:21][CH2:20][CH2:19][CH2:18][C:9]1[O:10][C:11]([C:12]2[CH:17]=[CH:16][CH:15]=[CH:14][CH:13]=2)=[C:7]([C:1]2[CH:6]=[CH:5][CH:4]=[CH:3][CH:2]=2)[N:8]=1. (2) The product is: [Si:17]([O:1][CH2:2][C:3]([O:5][CH2:6][CH3:7])=[O:4])([C:13]([CH3:16])([CH3:15])[CH3:14])([CH3:19])[CH3:18]. Given the reactants [OH:1][CH2:2][C:3]([O:5][CH2:6][CH3:7])=[O:4].N1C=CN=C1.[C:13]([Si:17](Cl)([CH3:19])[CH3:18])([CH3:16])([CH3:15])[CH3:14], predict the reaction product.